From a dataset of Reaction yield outcomes from USPTO patents with 853,638 reactions. Predict the reaction yield, written as a fraction of the theoretical maximum amount of product (1.0 means a 100% yield; for example, 0.34 means a 34% yield). (1) The reactants are [CH3:1][O:2][C:3]1[CH:4]=[C:5]2[C:10](=[CH:11][C:12]=1[O:13][CH3:14])[N:9]=[CH:8][CH:7]=[C:6]2[O:15][C:16]1[C:22]([CH3:23])=[CH:21][C:19]([NH2:20])=[C:18]([CH3:24])[CH:17]=1.C1(C)C=CC=CC=1.C(N(CC)CC)C.ClC(Cl)(O[C:43](=[O:49])[O:44][C:45](Cl)(Cl)Cl)Cl.[CH3:51][O:52][C:53]1[CH:63]=[CH:62][C:56]([O:57][CH2:58][CH2:59]CO)=[CH:55][CH:54]=1. The catalyst is C(Cl)Cl. The product is [CH3:1][O:2][C:3]1[CH:4]=[C:5]2[C:10](=[CH:11][C:12]=1[O:13][CH3:14])[N:9]=[CH:8][CH:7]=[C:6]2[O:15][C:16]1[C:22]([CH3:23])=[CH:21][C:19]([NH:20][C:43](=[O:49])[O:44][CH2:45][CH2:59][CH2:58][O:57][C:56]2[CH:62]=[CH:63][C:53]([O:52][CH3:51])=[CH:54][CH:55]=2)=[C:18]([CH3:24])[CH:17]=1. The yield is 0.760. (2) The reactants are I[C:2]1[CH:3]=[CH:4][CH:5]=[C:6]2[C:10]=1[C:9](=[O:11])[NH:8][CH2:7]2.C(N(CC)CC)C.C1(P(C2C=CC=CC=2)C2C=CC=CC=2)C=CC=CC=1.[CH3:38][Si:39]([C:42]#[CH:43])([CH3:41])[CH3:40]. The catalyst is CN(C=O)C.[Cu]I. The product is [CH3:38][Si:39]([C:42]#[C:43][C:2]1[CH:3]=[CH:4][CH:5]=[C:6]2[C:10]=1[C:9](=[O:11])[NH:8][CH2:7]2)([CH3:41])[CH3:40]. The yield is 0.490. (3) The reactants are [Cl:1][C:2]1[N:7]=[C:6](Cl)[CH:5]=[C:4]([Cl:9])[N:3]=1.[NH2:10][C:11]1[CH:15]=[C:14]([CH:16]2[CH2:18][CH2:17]2)[NH:13][N:12]=1.C(N(CC)CC)C. The catalyst is CCO. The product is [CH:16]1([C:14]2[CH:15]=[C:11]([NH:10][C:6]3[CH:5]=[C:4]([Cl:9])[N:3]=[C:2]([Cl:1])[N:7]=3)[NH:12][N:13]=2)[CH2:18][CH2:17]1. The yield is 0.800.